Dataset: Catalyst prediction with 721,799 reactions and 888 catalyst types from USPTO. Task: Predict which catalyst facilitates the given reaction. Reactant: [CH3:1][N:2]1[CH:6]=[C:5]([C:7]2[CH:8]=[CH:9][C:10]3[N:11]([C:13]([S:16][C:17]4[CH:26]=[CH:25][C:20]5[N:21]=[C:22]([NH2:24])[S:23][C:19]=5[CH:18]=4)=[N:14][N:15]=3)[CH:12]=2)[CH:4]=[N:3]1.[CH:27]1([C:30](Cl)=[O:31])[CH2:29][CH2:28]1. Product: [CH3:1][N:2]1[CH:6]=[C:5]([C:7]2[CH:8]=[CH:9][C:10]3[N:11]([C:13]([S:16][C:17]4[CH:26]=[CH:25][C:20]5[N:21]=[C:22]([NH:24][C:30]([CH:27]6[CH2:29][CH2:28]6)=[O:31])[S:23][C:19]=5[CH:18]=4)=[N:14][N:15]=3)[CH:12]=2)[CH:4]=[N:3]1. The catalyst class is: 17.